Dataset: Full USPTO retrosynthesis dataset with 1.9M reactions from patents (1976-2016). Task: Predict the reactants needed to synthesize the given product. (1) Given the product [Br:24][C:25]1[N:26]=[CH:27][NH:28][C:29]=1[C:30]([NH:1][CH2:2][C:3]1[CH:8]=[CH:7][C:6]([Cl:9])=[C:5]([O:10][C:11]2[CH:18]=[C:17]([C:19]([F:22])([F:20])[F:21])[CH:16]=[C:13]([C:14]#[N:15])[CH:12]=2)[C:4]=1[F:23])=[O:31], predict the reactants needed to synthesize it. The reactants are: [NH2:1][CH2:2][C:3]1[C:4]([F:23])=[C:5]([O:10][C:11]2[CH:12]=[C:13]([CH:16]=[C:17]([C:19]([F:22])([F:21])[F:20])[CH:18]=2)[C:14]#[N:15])[C:6]([Cl:9])=[CH:7][CH:8]=1.[Br:24][C:25]1[N:26]=[CH:27][NH:28][C:29]=1[C:30](O)=[O:31].C(N(C(C)C)CC)(C)C.CN(C(ON1N=NC2C=CC=NC1=2)=[N+](C)C)C.F[P-](F)(F)(F)(F)F. (2) Given the product [Cl:1][C:2]1[CH:3]=[C:4]([N:10]([CH2:15][CH:16]2[CH2:18][CH2:17]2)[CH2:11][C:12]2[O:14][C:37]([C:32]3[CH:33]=[CH:34][CH:35]=[CH:36][N:31]=3)=[N:39][N:40]=2)[CH:5]=[CH:6][C:7]=1[C:8]#[N:9], predict the reactants needed to synthesize it. The reactants are: [Cl:1][C:2]1[CH:3]=[C:4]([N:10]([CH2:15][CH:16]2[CH2:18][CH2:17]2)[CH2:11][C:12]([OH:14])=O)[CH:5]=[CH:6][C:7]=1[C:8]#[N:9].CCN=C=NCCCN(C)C.Cl.[N:31]1[CH:36]=[CH:35][CH:34]=[CH:33][C:32]=1[C:37]([NH:39][NH2:40])=O.S(Cl)(C1C=CC(C)=CC=1)(=O)=O.